From a dataset of Forward reaction prediction with 1.9M reactions from USPTO patents (1976-2016). Predict the product of the given reaction. (1) Given the reactants [Cl:1][C:2]1[CH:3]=[CH:4][C:5]([O:28][CH:29]([F:31])[F:30])=[C:6]([C:8]2[C:13]([O:14][CH3:15])=[CH:12][N:11]([CH:16]([CH2:20][C@H:21]3[CH2:26][CH2:25][CH2:24][CH2:23][O:22]3)[C:17]([OH:19])=O)[C:10](=[O:27])[CH:9]=2)[CH:7]=1.[NH2:32][C:33]1[CH:45]=[CH:44][C:36]([C:37]([O:39][C:40]([CH3:43])([CH3:42])[CH3:41])=[O:38])=[CH:35][CH:34]=1, predict the reaction product. The product is: [Cl:1][C:2]1[CH:3]=[CH:4][C:5]([O:28][CH:29]([F:30])[F:31])=[C:6]([C:8]2[C:13]([O:14][CH3:15])=[CH:12][N:11]([CH:16]([CH2:20][C@H:21]3[CH2:26][CH2:25][CH2:24][CH2:23][O:22]3)[C:17]([NH:32][C:33]3[CH:45]=[CH:44][C:36]([C:37]([O:39][C:40]([CH3:41])([CH3:42])[CH3:43])=[O:38])=[CH:35][CH:34]=3)=[O:19])[C:10](=[O:27])[CH:9]=2)[CH:7]=1. (2) Given the reactants C([CH:3]1[CH2:7][CH2:6][CH2:5][N:4]1[CH2:8][C:9]1[CH:14]=[CH:13][CH:12]=[CH:11][C:10]=1[N+:15]([O-])=O)C, predict the reaction product. The product is: [N:4]1([CH2:8][C:9]2[CH:14]=[CH:13][CH:12]=[CH:11][C:10]=2[NH2:15])[CH2:5][CH2:6][CH2:7][CH2:3]1. (3) The product is: [F:1][CH:2]([F:12])[O:3][C:4]1[CH:10]=[CH:9][CH:8]=[C:6]([N:7]=[C:14]=[O:16])[C:5]=1[CH3:11]. Given the reactants [F:1][CH:2]([F:12])[O:3][C:4]1[C:5]([CH3:11])=[C:6]([CH:8]=[CH:9][CH:10]=1)[NH2:7].Cl[C:14](Cl)([O:16]C(=O)OC(Cl)(Cl)Cl)Cl, predict the reaction product. (4) Given the reactants [C:1]([SiH2:5][O:6][C:7]([CH3:17])([CH3:16])[C:8]1[CH:9]=[CH:10][C:11]([F:15])=[C:12]([OH:14])[CH:13]=1)([CH3:4])([CH3:3])[CH3:2].N1C=CN=C1.[C:23]([Si:27](Cl)([CH3:29])[CH3:28])([CH3:26])([CH3:25])[CH3:24], predict the reaction product. The product is: [C:23]([Si:27]([CH3:29])([CH3:28])[O:14][C:12]1[CH:13]=[C:8]([C:7]([CH3:17])([CH3:16])[O:6][SiH2:5][C:1]([CH3:4])([CH3:2])[CH3:3])[CH:9]=[CH:10][C:11]=1[F:15])([CH3:26])([CH3:25])[CH3:24]. (5) Given the reactants [CH3:1][O:2][C:3]1[CH:4]=[C:5]2[C:10](=[CH:11][C:12]=1[O:13][CH3:14])[N:9]=[CH:8][CH:7]=[C:6]2[O:15][C:16]1[CH:22]=[CH:21][C:19]([NH2:20])=[C:18]([O:23][CH3:24])[CH:17]=1.C(N(CC)CC)C.ClC(Cl)(O[C:36](=[O:42])OC(Cl)(Cl)Cl)Cl.[CH3:44][C:45]1[N:46]=[C:47]([CH:51]([NH2:53])[CH3:52])[S:48][C:49]=1[CH3:50], predict the reaction product. The product is: [CH3:1][O:2][C:3]1[CH:4]=[C:5]2[C:10](=[CH:11][C:12]=1[O:13][CH3:14])[N:9]=[CH:8][CH:7]=[C:6]2[O:15][C:16]1[CH:22]=[CH:21][C:19]([NH:20][C:36]([NH:53][CH:51]([C:47]2[S:48][C:49]([CH3:50])=[C:45]([CH3:44])[N:46]=2)[CH3:52])=[O:42])=[C:18]([O:23][CH3:24])[CH:17]=1. (6) Given the reactants Cl[C:2]1[N:7]=[C:6](Cl)[CH:5]=[CH:4][N:3]=1.[S:9]1[C:13](B(O)O)=[CH:12][C:11]2[CH:17]=[CH:18][CH:19]=[CH:20][C:10]1=2.[NH2:21][CH:22]1[CH2:27][CH2:26][N:25]([CH2:28][C:29]2[CH:34]=[CH:33][CH:32]=[CH:31][CH:30]=2)[CH2:24][CH2:23]1, predict the reaction product. The product is: [S:9]1[C:13]([C:6]2[CH:5]=[CH:4][N:3]=[C:2]([NH:21][CH:22]3[CH2:27][CH2:26][N:25]([CH2:28][C:29]4[CH:34]=[CH:33][CH:32]=[CH:31][CH:30]=4)[CH2:24][CH2:23]3)[N:7]=2)=[CH:12][C:11]2[CH:17]=[CH:18][CH:19]=[CH:20][C:10]1=2. (7) Given the reactants [Cl:1][C:2]1[N:7]=[N:6][C:5]([O:8][CH2:9][CH:10]2[CH2:15][CH2:14][N:13]([CH2:16][C:17](O)([CH2:20][CH3:21])[CH2:18][CH3:19])[CH2:12][CH2:11]2)=[CH:4][CH:3]=1.CCN(S(F)(F)[F:29])CC.O, predict the reaction product. The product is: [Cl:1][C:2]1[N:7]=[N:6][C:5]([O:8][CH2:9][CH:10]2[CH2:15][CH2:14][N:13]([CH2:16][C:17]([CH2:20][CH3:21])([F:29])[CH2:18][CH3:19])[CH2:12][CH2:11]2)=[CH:4][CH:3]=1. (8) Given the reactants [F:1][C:2]1[CH:7]=[CH:6][C:5]([CH:8]2[N:12]([S:13]([C:16]3[CH:21]=[CH:20][C:19]([CH3:22])=[CH:18][CH:17]=3)(=[O:15])=[O:14])[CH:11]([CH2:23][CH2:24][C:25]3[NH:26][CH:27]=[CH:28][N:29]=3)[CH2:10][CH2:9]2)=[CH:4][CH:3]=1.[CH3:30]I.[H-].[Na+], predict the reaction product. The product is: [F:1][C:2]1[CH:7]=[CH:6][C:5]([CH:8]2[N:12]([S:13]([C:16]3[CH:21]=[CH:20][C:19]([CH3:22])=[CH:18][CH:17]=3)(=[O:15])=[O:14])[CH:11]([CH2:23][CH2:24][C:25]3[N:29]([CH3:30])[CH:28]=[CH:27][N:26]=3)[CH2:10][CH2:9]2)=[CH:4][CH:3]=1. (9) Given the reactants B.CSC.[C:5]([O:9][C:10]([N:12]([CH2:16][C:17]1[CH:24]=[CH:23][C:20]([C:21]#[N:22])=[CH:19][CH:18]=1)[CH:13]([CH3:15])[CH3:14])=[O:11])([CH3:8])([CH3:7])[CH3:6].OS([O-])(=O)=O.[K+].[OH-].[Na+], predict the reaction product. The product is: [C:5]([O:9][C:10]([N:12]([CH2:16][C:17]1[CH:18]=[CH:19][C:20]([CH2:21][NH2:22])=[CH:23][CH:24]=1)[CH:13]([CH3:15])[CH3:14])=[O:11])([CH3:7])([CH3:8])[CH3:6]. (10) Given the reactants [Cl:1][C:2]1[CH:10]=[CH:9][C:8]2[C:4](=[CH:5][N:6]([CH2:11][C:12]3[CH:13]=[C:14]([CH:18]=[CH:19][N:20]=3)[C:15]([OH:17])=O)[N:7]=2)[CH:3]=1.Cl.[NH2:22][CH2:23][C:24]1[C:25]([CH3:32])=[CH:26][C:27]([NH2:31])=[N:28][C:29]=1[CH3:30].CN(C(ON1N=NC2C=CC=NC1=2)=[N+](C)C)C.F[P-](F)(F)(F)(F)F, predict the reaction product. The product is: [NH2:31][C:27]1[N:28]=[C:29]([CH3:30])[C:24]([CH2:23][NH:22][C:15](=[O:17])[C:14]2[CH:18]=[CH:19][N:20]=[C:12]([CH2:11][N:6]3[CH:5]=[C:4]4[C:8]([CH:9]=[CH:10][C:2]([Cl:1])=[CH:3]4)=[N:7]3)[CH:13]=2)=[C:25]([CH3:32])[CH:26]=1.